Dataset: Full USPTO retrosynthesis dataset with 1.9M reactions from patents (1976-2016). Task: Predict the reactants needed to synthesize the given product. (1) Given the product [NH2:41][CH2:40][CH2:39][CH2:38][O:37][C:34]1[CH:33]=[CH:32][C:31]([CH2:30][C:29]2[C:25]([O:24][C@@H:6]3[O:7][C@H:8]([CH2:19][OH:20])[C@@H:9]([OH:15])[C@H:10]([OH:11])[C@H:5]3[OH:4])=[N:26][NH:27][C:28]=2[CH:42]([CH3:44])[CH3:43])=[CH:36][CH:35]=1, predict the reactants needed to synthesize it. The reactants are: C([O:4][C@@H:5]1[C@@H:10]([O:11]C(=O)C)[C@H:9]([O:15]C(=O)C)[C@@H:8]([CH2:19][O:20]C(=O)C)[O:7][C@H:6]1[O:24][C:25]1[C:29]([CH2:30][C:31]2[CH:36]=[CH:35][C:34]([O:37][CH2:38][CH2:39][CH2:40][NH2:41])=[CH:33][CH:32]=2)=[C:28]([CH:42]([CH3:44])[CH3:43])[NH:27][N:26]=1)(=O)C.C[O-].[Na+]. (2) Given the product [N:1]1([C:5]2[N:10]=[C:9]([CH2:11][N:12]3[C@@H:16]([CH3:17])[C@@H:15]([C:18]4[CH:19]=[C:20]([C:28]([F:30])([F:29])[F:31])[CH:21]=[C:22]([C:24]([F:25])([F:27])[F:26])[CH:23]=4)[O:14][C:13]3=[O:32])[C:8]([C:33]3[CH:34]=[C:35]([CH2:41][CH2:42][C:43]([OH:45])=[O:44])[CH:36]=[CH:37][C:38]=3[O:39][CH3:40])=[CH:7][CH:6]=2)[CH2:4][CH2:3][CH2:2]1, predict the reactants needed to synthesize it. The reactants are: [N:1]1([C:5]2[N:10]=[C:9]([CH2:11][N:12]3[C@@H:16]([CH3:17])[C@@H:15]([C:18]4[CH:23]=[C:22]([C:24]([F:27])([F:26])[F:25])[CH:21]=[C:20]([C:28]([F:31])([F:30])[F:29])[CH:19]=4)[O:14][C:13]3=[O:32])[C:8]([C:33]3[CH:34]=[C:35]([CH2:41][CH2:42][C:43]([O:45]C)=[O:44])[CH:36]=[CH:37][C:38]=3[O:39][CH3:40])=[CH:7][CH:6]=2)[CH2:4][CH2:3][CH2:2]1.[OH-].[Li+].C(O)(=O)C. (3) Given the product [Cl:11][C:9]1[CH:10]=[C:2]2[C:3]([C:4]([OH:5])=[N:21][CH:20]=[N:1]2)=[CH:7][C:8]=1[C:12]([F:15])([F:14])[F:13], predict the reactants needed to synthesize it. The reactants are: [NH2:1][C:2]1[CH:10]=[C:9]([Cl:11])[C:8]([C:12]([F:15])([F:14])[F:13])=[CH:7][C:3]=1[C:4](O)=[O:5].C(O)(=O)C.[CH:20](N)=[NH:21].